Dataset: Forward reaction prediction with 1.9M reactions from USPTO patents (1976-2016). Task: Predict the product of the given reaction. Given the reactants Br[CH2:2][C:3]([C:5]1[CH:10]=[CH:9][CH:8]=[C:7]([O:11][CH3:12])[CH:6]=1)=[O:4].C(O)C.[CH2:16]([NH2:23])[C:17]1[CH:22]=[CH:21][CH:20]=[CH:19][CH:18]=1.[BH4-].[Na+], predict the reaction product. The product is: [CH2:16]([NH:23][CH2:2][CH:3]([C:5]1[CH:10]=[CH:9][CH:8]=[C:7]([O:11][CH3:12])[CH:6]=1)[OH:4])[C:17]1[CH:22]=[CH:21][CH:20]=[CH:19][CH:18]=1.